Dataset: Reaction yield outcomes from USPTO patents with 853,638 reactions. Task: Predict the reaction yield, written as a fraction of the theoretical maximum amount of product (1.0 means a 100% yield; for example, 0.34 means a 34% yield). The reactants are [Si:1]([O:8][CH2:9][CH:10]1[CH2:15][CH2:14][C:13]([O:18][CH2:19][CH2:20][OH:21])([C:16]#[N:17])[CH2:12][CH2:11]1)([C:4]([CH3:7])([CH3:6])[CH3:5])([CH3:3])[CH3:2].[NH2:22][OH:23]. The catalyst is C(O)C. The product is [Si:1]([O:8][CH2:9][CH:10]1[CH2:11][CH2:12][C:13]([O:18][CH2:19][CH2:20][OH:21])([C:16](=[NH:17])[NH:22][OH:23])[CH2:14][CH2:15]1)([C:4]([CH3:7])([CH3:6])[CH3:5])([CH3:3])[CH3:2]. The yield is 0.870.